From a dataset of hERG Central: cardiac toxicity at 1µM, 10µM, and general inhibition. Predict hERG channel inhibition at various concentrations. (1) The drug is CCCCn1c(CN2CCN(c3cccc(Cl)c3)CC2)nc2c1c(=O)n(C)c(=O)n2C. Results: hERG_inhib (hERG inhibition (general)): blocker. (2) Results: hERG_inhib (hERG inhibition (general)): blocker. The drug is COc1ccc(CN2CCCC(C(=O)c3ccc(Cl)cc3)C2)c(O)c1. (3) The compound is CCC(C(=O)NC1CCCCC1)N(C(=O)c1snc(C(N)=O)c1N)c1ccc(OC)cc1OC. Results: hERG_inhib (hERG inhibition (general)): blocker. (4) The drug is COc1ccc(CCNC(=O)C2CCN(C(=O)c3ccc([N+](=O)[O-])cc3)CC2)cc1. Results: hERG_inhib (hERG inhibition (general)): blocker. (5) The compound is Cc1ccc(Cn2c(SCC(=O)N(C)C3CCS(=O)(=O)C3)nc3ccccc3c2=O)cc1. Results: hERG_inhib (hERG inhibition (general)): blocker. (6) The molecule is Cc1sc2ncnc(N3CCN(S(=O)(=O)c4ccc(F)cc4)CC3)c2c1C. Results: hERG_inhib (hERG inhibition (general)): blocker. (7) The compound is COc1cc(/C=C(\C#N)C(=O)Nc2ccccc2F)ccc1OCCN1CCOCC1. Results: hERG_inhib (hERG inhibition (general)): blocker.